This data is from Catalyst prediction with 721,799 reactions and 888 catalyst types from USPTO. The task is: Predict which catalyst facilitates the given reaction. Reactant: [NH2:1][C:2]1[CH:3]=[C:4]([OH:9])[CH:5]=[CH:6][C:7]=1[Br:8].C(=O)([O-])[O-].[Cs+].[Cs+].Cl[C:17]1[C:22]2[CH:23]=[CH:24][O:25][C:21]=2[CH:20]=[CH:19][N:18]=1. Product: [Br:8][C:7]1[CH:6]=[CH:5][C:4]([O:9][C:17]2[C:22]3[CH:23]=[CH:24][O:25][C:21]=3[CH:20]=[CH:19][N:18]=2)=[CH:3][C:2]=1[NH2:1]. The catalyst class is: 16.